Dataset: Catalyst prediction with 721,799 reactions and 888 catalyst types from USPTO. Task: Predict which catalyst facilitates the given reaction. (1) Reactant: [Cl:1][C:2]1[C:3]([N:12]2[CH2:17][CH2:16][CH:15]([N:18]3[CH2:22][CH2:21][C@H:20]([NH:23][C:24]4[CH:29]=[CH:28][C:27]([S:30]([CH3:33])(=[O:32])=[O:31])=[CH:26][C:25]=4[F:34])[C:19]3=[O:35])[CH2:14][CH2:13]2)=[N:4][CH:5]=[C:6]([CH:11]=1)[C:7](OC)=[O:8].[Li+].[BH4-]. Product: [Cl:1][C:2]1[C:3]([N:12]2[CH2:13][CH2:14][CH:15]([N:18]3[CH2:22][CH2:21][C@H:20]([NH:23][C:24]4[CH:29]=[CH:28][C:27]([S:30]([CH3:33])(=[O:31])=[O:32])=[CH:26][C:25]=4[F:34])[C:19]3=[O:35])[CH2:16][CH2:17]2)=[N:4][CH:5]=[C:6]([CH2:7][OH:8])[CH:11]=1. The catalyst class is: 76. (2) Reactant: [CH3:1][O:2][C:3]1[CH:8]=[CH:7][CH:6]=[CH:5][C:4]=1[C:9]1[C:17]2[C:12](=[N:13][CH:14]=[C:15]([C:18]3[CH:19]=[C:20]([CH:23]=[CH:24][CH:25]=3)[C:21]#[N:22])[CH:16]=2)[N:11](COCC[Si](C)(C)C)[N:10]=1. Product: [CH3:1][O:2][C:3]1[CH:8]=[CH:7][CH:6]=[CH:5][C:4]=1[C:9]1[C:17]2[C:12](=[N:13][CH:14]=[C:15]([C:18]3[CH:19]=[C:20]([CH:23]=[CH:24][CH:25]=3)[C:21]#[N:22])[CH:16]=2)[NH:11][N:10]=1. The catalyst class is: 55.